Dataset: NCI-60 drug combinations with 297,098 pairs across 59 cell lines. Task: Regression. Given two drug SMILES strings and cell line genomic features, predict the synergy score measuring deviation from expected non-interaction effect. Cell line: OVCAR-8. Drug 2: CC1=C(C=C(C=C1)C(=O)NC2=CC(=CC(=C2)C(F)(F)F)N3C=C(N=C3)C)NC4=NC=CC(=N4)C5=CN=CC=C5. Synergy scores: CSS=1.86, Synergy_ZIP=-0.669, Synergy_Bliss=1.93, Synergy_Loewe=0.425, Synergy_HSA=1.19. Drug 1: CC(C)(C#N)C1=CC(=CC(=C1)CN2C=NC=N2)C(C)(C)C#N.